From a dataset of Catalyst prediction with 721,799 reactions and 888 catalyst types from USPTO. Predict which catalyst facilitates the given reaction. (1) Reactant: [CH3:1][C@H:2]1[N:7]([C:8]2[CH:13]=[CH:12][C:11]([C:14]([F:17])([F:16])[F:15])=[CH:10][N:9]=2)[CH2:6][CH2:5][N:4]([CH2:18][C:19]2[C:20]([C:24]3[NH:28][C:27]([C:29]#[N:30])=[CH:26][CH:25]=3)=[N:21][NH:22][CH:23]=2)[CH2:3]1.C([O-])([O-])=[O:32].[K+].[K+].OO. Product: [CH3:1][C@H:2]1[N:7]([C:8]2[CH:13]=[CH:12][C:11]([C:14]([F:16])([F:15])[F:17])=[CH:10][N:9]=2)[CH2:6][CH2:5][N:4]([CH2:18][C:19]2[C:20]([C:24]3[NH:28][C:27]([C:29]([NH2:30])=[O:32])=[CH:26][CH:25]=3)=[N:21][NH:22][CH:23]=2)[CH2:3]1. The catalyst class is: 58. (2) Reactant: [CH2:1]([O:8][C@@H:9]([C@@H:14]([CH3:17])[CH2:15][CH3:16])[C:10](OC)=[O:11])[C:2]1[CH:7]=[CH:6][CH:5]=[CH:4][CH:3]=1. Product: [CH2:1]([O:8][C@@H:9]([C@@H:14]([CH3:17])[CH2:15][CH3:16])[CH:10]=[O:11])[C:2]1[CH:7]=[CH:6][CH:5]=[CH:4][CH:3]=1. The catalyst class is: 2.